Task: Binary Classification. Given a miRNA mature sequence and a target amino acid sequence, predict their likelihood of interaction.. Dataset: Experimentally validated miRNA-target interactions with 360,000+ pairs, plus equal number of negative samples The miRNA is hsa-miR-3692-5p with sequence CCUGCUGGUCAGGAGUGGAUACUG. The protein sequence of the target gene is MGFGSDLKNSHEAVLKLQDWELRLLETVKKFMALRIKSDKEYASTLQNLCNQVDKESTVQMNYVSNVSKSWLLMIQQTEQLSRIMKTHAEDLNSGPLHRLTMMIKDKQQVKKSYIGVHQQIEAEMIKVTKTELEKLKCSYRQLIKEMNSAKEKYKEALAKGKETEKAKERYDKATMKLHMLHNQYVLALKGAQLHQNQYYDITLPLLLDSLQKMQEEMIKALKGIFDEYSQITSLVTEEIVNVHKEIQMSVEQIDPSTEYNNFIDVHRTTAAKEQEIEFDTSLLEENENLQANEIMWNNL.... Result: 1 (interaction).